Predict the reaction yield, written as a fraction of the theoretical maximum amount of product (1.0 means a 100% yield; for example, 0.34 means a 34% yield). From a dataset of Reaction yield outcomes from USPTO patents with 853,638 reactions. (1) The reactants are FC1C=CC=CC=1NC(=S)NC1C=CC(C2C=C3C(CN([C@@H](C(C)C)C(O)=O)C3=O)=CC=2)=CC=1.[CH3:35][CH:36]([CH3:69])[C@H:37]([N:42]1[CH2:50][C:49]2[C:44](=[CH:45][C:46]([C:51]3[CH:56]=[CH:55][C:54]([NH:57][C:58]([NH:60][C:61]4[CH:66]=[CH:65][C:64]([CH3:67])=[CH:63][CH:62]=4)=[S:59])=[CH:53][CH:52]=3)=[CH:47][CH:48]=2)[C:43]1=[O:68])[C:38]([O:40]C)=[O:39]. No catalyst specified. The product is [CH3:35][CH:36]([CH3:69])[C@H:37]([N:42]1[CH2:50][C:49]2[C:44](=[CH:45][C:46]([C:51]3[CH:56]=[CH:55][C:54]([NH:57][C:58]([NH:60][C:61]4[CH:62]=[CH:63][C:64]([CH3:67])=[CH:65][CH:66]=4)=[S:59])=[CH:53][CH:52]=3)=[CH:47][CH:48]=2)[C:43]1=[O:68])[C:38]([OH:40])=[O:39]. The yield is 0.830. (2) The reactants are [CH3:1][C:2]1[NH:6][C:5]([C:7]([O:9][CH2:10][CH3:11])=[O:8])=[C:4]([CH3:12])[C:3]=1[C:13]([O:15][CH2:16][CH3:17])=[O:14].O.[O:19]=[N+]([O-])[O-].[O-][N+](=O)[O-].[O-][N+](=O)[O-].[O-][N+](=O)[O-].[O-][N+](=O)[O-].[O-][N+](=O)[O-].[Ce+4].[NH4+].[NH4+]. The catalyst is C1COCC1.CC(O)=O. The product is [CH:1]([C:2]1[NH:6][C:5]([C:7]([O:9][CH2:10][CH3:11])=[O:8])=[C:4]([CH3:12])[C:3]=1[C:13]([O:15][CH2:16][CH3:17])=[O:14])=[O:19]. The yield is 0.533.